Dataset: Reaction yield outcomes from USPTO patents with 853,638 reactions. Task: Predict the reaction yield, written as a fraction of the theoretical maximum amount of product (1.0 means a 100% yield; for example, 0.34 means a 34% yield). (1) The reactants are [CH3:1][S:2]([C:5]1[CH:6]=[C:7]2[C:12](=[CH:13][CH:14]=1)[NH:11][CH:10]([C:15]1[CH:20]=[CH:19][CH:18]=[C:17]([N+:21]([O-:23])=[O:22])[CH:16]=1)[C:9]([CH3:25])([CH3:24])[CH:8]2O)(=[O:4])=[O:3].C([SiH](CC)CC)C. The catalyst is FC(F)(F)C(O)=O. The product is [CH3:1][S:2]([C:5]1[CH:6]=[C:7]2[C:12](=[CH:13][CH:14]=1)[NH:11][CH:10]([C:15]1[CH:20]=[CH:19][CH:18]=[C:17]([N+:21]([O-:23])=[O:22])[CH:16]=1)[C:9]([CH3:25])([CH3:24])[CH2:8]2)(=[O:3])=[O:4]. The yield is 0.160. (2) The catalyst is O1CCCC1.C(O)C.C(Cl)Cl. The product is [OH:12][CH2:11][C:6]1[CH:5]=[C:4]([CH3:16])[C:3]([C:1]#[N:2])=[C:8]([O:9][CH3:10])[N:7]=1. The yield is 0.930. The reactants are [C:1]([C:3]1[C:4]([CH3:16])=[CH:5][C:6]([C:11](OCC)=[O:12])=[N:7][C:8]=1[O:9][CH3:10])#[N:2].[Cl-].[Ca+2].[Cl-].[BH4-].[Na+].CCOC(C)=O. (3) The reactants are [F:1][C:2]1[CH:7]=[CH:6][CH:5]=[CH:4][C:3]=1[CH2:8][C:9]([OH:11])=[O:10].[C:12]1([C@@H:18](O)[CH3:19])[CH:17]=[CH:16][CH:15]=[CH:14][CH:13]=1.CCN=C=NCCCN(C)C. The catalyst is CN(C1C=CN=CC=1)C.C(Cl)Cl. The product is [F:1][C:2]1[CH:7]=[CH:6][CH:5]=[CH:4][C:3]=1[CH2:8][C:9]([O:11][C@H:18]([C:12]1[CH:17]=[CH:16][CH:15]=[CH:14][CH:13]=1)[CH3:19])=[O:10]. The yield is 0.920. (4) The reactants are [CH2:1]([O:3][C:4](=[O:19])[C:5]([CH3:18])([CH3:17])[CH2:6][N:7]1[C:15]2[CH:14]=[C:13](Cl)[N:12]=[CH:11][C:10]=2[CH:9]=[CH:8]1)[CH3:2].[CH3:20][O:21][CH:22]1[CH2:27][CH2:26][N:25]([C:28]2[N:33]=[C:32]([NH2:34])[CH:31]=[CH:30][N:29]=2)[CH2:24][CH2:23]1. No catalyst specified. The product is [CH2:1]([O:3][C:4](=[O:19])[C:5]([CH3:18])([CH3:17])[CH2:6][N:7]1[C:15]2[CH:14]=[C:13]([NH:34][C:32]3[CH:31]=[CH:30][N:29]=[C:28]([N:25]4[CH2:24][CH2:23][CH:22]([O:21][CH3:20])[CH2:27][CH2:26]4)[N:33]=3)[N:12]=[CH:11][C:10]=2[CH:9]=[CH:8]1)[CH3:2]. The yield is 0.510. (5) The reactants are [CH:1]1([N:6]2[C:15]3[N:14]=[C:13]([NH:16][C:17]4[CH:22]=[CH:21][C:20]([OH:23])=[CH:19][CH:18]=4)[N:12]=[CH:11][C:10]=3[N:9]([CH3:24])[C:8](=[O:25])[C@H:7]2[CH2:26][CH3:27])[CH2:5][CH2:4][CH2:3][CH2:2]1.Br[CH2:29][CH2:30][C@H:31]([NH:40][C:41]([O:43][C:44]([CH3:47])([CH3:46])[CH3:45])=[O:42])[C:32]([O:34][CH:35]1[CH2:39][CH2:38][CH2:37][CH2:36]1)=[O:33].C([O-])([O-])=O.[K+].[K+]. The catalyst is CN(C=O)C.CCOC(C)=O. The product is [C:44]([O:43][C:41]([NH:40][C@H:31]([C:32]([O:34][CH:35]1[CH2:36][CH2:37][CH2:38][CH2:39]1)=[O:33])[CH2:30][CH2:29][O:23][C:20]1[CH:19]=[CH:18][C:17]([NH:16][C:13]2[N:12]=[CH:11][C:10]3[N:9]([CH3:24])[C:8](=[O:25])[C@@H:7]([CH2:26][CH3:27])[N:6]([CH:1]4[CH2:2][CH2:3][CH2:4][CH2:5]4)[C:15]=3[N:14]=2)=[CH:22][CH:21]=1)=[O:42])([CH3:45])([CH3:46])[CH3:47]. The yield is 0.850.